Dataset: Forward reaction prediction with 1.9M reactions from USPTO patents (1976-2016). Task: Predict the product of the given reaction. (1) Given the reactants [C@]12(C)C(C)(C)C(CC1)CC2C([O:12][C@H:13]([C:17]1[CH:22]=[CH:21][C:20]([I:23])=[CH:19][C:18]=1[N+:24]([O-:26])=[O:25])[CH:14]([CH3:16])[CH3:15])=O.C([O-])([O-])=O.[K+].[K+], predict the reaction product. The product is: [I:23][C:20]1[CH:21]=[CH:22][C:17]([C@@H:13]([OH:12])[CH:14]([CH3:15])[CH3:16])=[C:18]([N+:24]([O-:26])=[O:25])[CH:19]=1. (2) Given the reactants [O:1]1[CH2:6][CH2:5][N:4]([C:7]2[N:15]=[C:14]([C:16]3[CH:17]=[N:18][C:19]([NH2:22])=[N:20][CH:21]=3)[N:13]=[C:12]3[C:8]=2[N:9]=[CH:10][N:11]3[CH2:23][CH:24]2[CH2:28][CH2:27][NH:26][CH2:25]2)[CH2:3][CH2:2]1.C1C=CC2N([OH:38])N=NC=2C=1.C(N([CH:45]([CH3:47])C)CC)(C)C.Cl.CN(C)CCCN=C=NCC, predict the reaction product. The product is: [NH2:22][C:19]1[N:20]=[CH:21][C:16]([C:14]2[N:13]=[C:12]3[C:8]([N:9]=[CH:10][N:11]3[CH2:23][CH:24]3[CH2:28][CH2:27][N:26]([C:45](=[O:38])[CH3:47])[CH2:25]3)=[C:7]([N:4]3[CH2:5][CH2:6][O:1][CH2:2][CH2:3]3)[N:15]=2)=[CH:17][N:18]=1. (3) Given the reactants [CH3:1][O:2][C:3]1[CH:12]=[C:11]([N:13]2[C:18](=[O:19])[C@H:17]3[CH2:20][C@@H:14]2[CH:15]=[CH:16]3)[CH:10]=[CH:9][C:4]=1[C:5]([O:7][CH3:8])=[O:6], predict the reaction product. The product is: [CH3:1][O:2][C:3]1[CH:12]=[C:11]([N:13]2[C:18](=[O:19])[C@H:17]3[CH2:20][C@@H:14]2[CH2:15][CH2:16]3)[CH:10]=[CH:9][C:4]=1[C:5]([O:7][CH3:8])=[O:6]. (4) Given the reactants CC[O-].[Na+].[CH2:5]([C:12]1[CH:13]=[C:14]([N:23](C(=O)CC(OCC)=O)[CH2:24][C:25]2[CH:30]=[CH:29][C:28]([S:31]([CH3:34])(=[O:33])=[O:32])=[CH:27][CH:26]=2)[C:15]([C:18]([O:20][CH2:21][CH3:22])=[O:19])=[N:16][CH:17]=1)[C:6]1[CH:11]=[CH:10][CH:9]=[CH:8][CH:7]=1.Cl, predict the reaction product. The product is: [CH2:5]([C:12]1[CH:13]=[C:14]([NH:23][CH2:24][C:25]2[CH:26]=[CH:27][C:28]([S:31]([CH3:34])(=[O:33])=[O:32])=[CH:29][CH:30]=2)[C:15]([C:18]([O:20][CH2:21][CH3:22])=[O:19])=[N:16][CH:17]=1)[C:6]1[CH:7]=[CH:8][CH:9]=[CH:10][CH:11]=1.